Dataset: Forward reaction prediction with 1.9M reactions from USPTO patents (1976-2016). Task: Predict the product of the given reaction. (1) Given the reactants [NH2:1][C:2]1[CH:7]=[CH:6][C:5]([CH2:8][C@H:9]([N:12]([CH2:24][C:25]2[CH:30]=[CH:29][CH:28]=[CH:27][CH:26]=2)[CH2:13][C@H:14]([OH:23])[CH2:15][O:16][C:17]2[CH:22]=[CH:21][CH:20]=[CH:19][CH:18]=2)[CH2:10][OH:11])=[CH:4][CH:3]=1.[CH2:31]([N:33]=[C:34]=[O:35])[CH3:32], predict the reaction product. The product is: [CH2:24]([N:12]([C@H:9]([CH2:10][OH:11])[CH2:8][C:5]1[CH:6]=[CH:7][C:2]([NH:1][C:34]([NH:33][CH2:31][CH3:32])=[O:35])=[CH:3][CH:4]=1)[CH2:13][C@H:14]([OH:23])[CH2:15][O:16][C:17]1[CH:18]=[CH:19][CH:20]=[CH:21][CH:22]=1)[C:25]1[CH:26]=[CH:27][CH:28]=[CH:29][CH:30]=1. (2) Given the reactants Br[C:2]1[CH:3]=[CH:4][C:5]2[S:9][C:8]3=[C:10]([C:31]#[C:32][Si:33]([CH2:38][CH3:39])([CH2:36][CH3:37])[CH2:34][CH3:35])[C:11]4[C:15]5[CH:16]=[C:17](Br)[CH:18]=[CH:19][C:14]=5[S:13][C:12]=4[C:21]([C:22]#[C:23][Si:24]([CH2:29][CH3:30])([CH2:27][CH3:28])[CH2:25][CH3:26])=[C:7]3[C:6]=2[CH:40]=1.[C:41]1(/[CH:47]=[CH:48]/B(O)O)[CH:46]=[CH:45][CH:44]=[CH:43][CH:42]=1.C(=O)([O-])[O-].[K+].[K+], predict the reaction product. The product is: [C:41]1([CH:47]=[CH:48][C:17]2[CH:18]=[CH:19][C:14]3[S:13][C:12]4=[C:21]([C:22]#[C:23][Si:24]([CH2:29][CH3:30])([CH2:25][CH3:26])[CH2:27][CH3:28])[C:7]5[C:6]6[CH:40]=[C:2]([CH:21]=[CH:7][C:6]7[CH:40]=[CH:2][CH:3]=[CH:4][CH:5]=7)[CH:3]=[CH:4][C:5]=6[S:9][C:8]=5[C:10]([C:31]#[C:32][Si:33]([CH2:36][CH3:37])([CH2:34][CH3:35])[CH2:38][CH3:39])=[C:11]4[C:15]=3[CH:16]=2)[CH:46]=[CH:45][CH:44]=[CH:43][CH:42]=1. (3) Given the reactants I[CH2:2][CH3:3].[OH:4][C:5]1[CH:6]=[C:7]([CH:11]=[CH:12][C:13]=1[N+:14]([O-:16])=[O:15])[C:8]([OH:10])=O.[C:17](=O)([O-])[O-].[K+].[K+].CN([CH:26]=[O:27])C, predict the reaction product. The product is: [CH2:2]([O:4][C:5]1[CH:6]=[C:7]([CH:11]=[CH:12][C:13]=1[N+:14]([O-:16])=[O:15])[C:8]([O:27][CH2:26][CH3:17])=[O:10])[CH3:3]. (4) Given the reactants [C:1]([C:3]1[C:4]([N:21]2[CH2:26][CH2:25][CH:24]([C:27]([OH:29])=O)[CH2:23][CH2:22]2)=[N:5][C:6]([CH2:14][N:15]2[CH2:19][CH2:18][CH2:17][C:16]2=[O:20])=[C:7]([C:9]([O:11][CH2:12][CH3:13])=[O:10])[CH:8]=1)#[N:2].[CH3:30][C:31]1[CH:36]=[CH:35][C:34]([CH2:37][S:38]([NH2:41])(=[O:40])=[O:39])=[CH:33][CH:32]=1, predict the reaction product. The product is: [C:1]([C:3]1[C:4]([N:21]2[CH2:26][CH2:25][CH:24]([C:27](=[O:29])[NH:41][S:38]([CH2:37][C:34]3[CH:35]=[CH:36][C:31]([CH3:30])=[CH:32][CH:33]=3)(=[O:39])=[O:40])[CH2:23][CH2:22]2)=[N:5][C:6]([CH2:14][N:15]2[CH2:19][CH2:18][CH2:17][C:16]2=[O:20])=[C:7]([CH:8]=1)[C:9]([O:11][CH2:12][CH3:13])=[O:10])#[N:2].